From a dataset of Catalyst prediction with 721,799 reactions and 888 catalyst types from USPTO. Predict which catalyst facilitates the given reaction. (1) Reactant: C([O:8][C:9]([CH2:11][C:12]1[CH:17]=[CH:16][C:15]([O:18][C:19]([C:21]2[CH:22]=[C:23]3[C:28](=[C:29]([CH2:31][N:32]([CH:36]4[CH2:38][CH2:37]4)[CH:33]([CH3:35])[CH3:34])[CH:30]=2)[O:27][C:26]([CH3:40])([CH3:39])[CH2:25][C:24]3([CH3:42])[CH3:41])=[O:20])=[CH:14][CH:13]=1)=[O:10])C1C=CC=CC=1. Product: [C:9]([CH2:11][C:12]1[CH:17]=[CH:16][C:15]([O:18][C:19]([C:21]2[CH:22]=[C:23]3[C:28](=[C:29]([CH2:31][N:32]([CH:36]4[CH2:37][CH2:38]4)[CH:33]([CH3:35])[CH3:34])[CH:30]=2)[O:27][C:26]([CH3:40])([CH3:39])[CH2:25][C:24]3([CH3:42])[CH3:41])=[O:20])=[CH:14][CH:13]=1)([OH:10])=[O:8]. The catalyst class is: 78. (2) Reactant: [OH:1][C:2]1[CH:3]=[C:4]([CH:7]=[CH:8][C:9]=1[N+:10]([O-:12])=[O:11])[CH:5]=[O:6].[CH2:13](Br)[C:14]1[CH:19]=[CH:18][CH:17]=[CH:16][CH:15]=1.C(=O)([O-])[O-].[K+].[K+]. Product: [CH2:13]([O:1][C:2]1[CH:3]=[C:4]([CH:7]=[CH:8][C:9]=1[N+:10]([O-:12])=[O:11])[CH:5]=[O:6])[C:14]1[CH:19]=[CH:18][CH:17]=[CH:16][CH:15]=1. The catalyst class is: 9. (3) Reactant: [C:1]([Si:3]([CH3:6])([CH3:5])[CH3:4])#[CH:2].B(F)(F)F.CCOCC.[O:16]1[CH2:18][C@H:17]1[CH2:19][OH:20].C([O-])(O)=O.[Na+]. Product: [CH3:4][Si:3]([CH3:6])([CH3:5])[C:1]#[C:2][CH2:18][C@H:17]([OH:16])[CH2:19][OH:20]. The catalyst class is: 134. (4) Reactant: [CH:1]([C:4]1[N:5]=[CH:6][NH:7][C:8]=1[C:9](OCC)=[O:10])([CH3:3])[CH3:2].[H-].[Al+3].[Li+].[H-].[H-].[H-]. Product: [CH:1]([C:4]1[N:5]=[CH:6][NH:7][C:8]=1[CH2:9][OH:10])([CH3:3])[CH3:2]. The catalyst class is: 1. (5) Reactant: [NH2:1][C:2]1[N:6]([C:7]2[CH:8]=[C:9]([N:13]([CH3:19])[CH2:14][CH2:15][N:16]([CH3:18])[CH3:17])[CH:10]=[CH:11][CH:12]=2)[N:5]=[C:4]([C:20]([CH3:23])([CH3:22])[CH3:21])[CH:3]=1.CCN(CC)CC.Cl[C:32]([O:34][C:35]1[CH:40]=[CH:39][CH:38]=[CH:37][CH:36]=1)=[O:33]. Product: [C:35]1([O:34][C:32](=[O:33])[NH:1][C:2]2[N:6]([C:7]3[CH:12]=[CH:11][CH:10]=[C:9]([N:13]([CH2:14][CH2:15][N:16]([CH3:18])[CH3:17])[CH3:19])[CH:8]=3)[N:5]=[C:4]([C:20]([CH3:23])([CH3:22])[CH3:21])[CH:3]=2)[CH:40]=[CH:39][CH:38]=[CH:37][CH:36]=1. The catalyst class is: 34.